The task is: Regression. Given a peptide amino acid sequence and an MHC pseudo amino acid sequence, predict their binding affinity value. This is MHC class I binding data.. This data is from Peptide-MHC class I binding affinity with 185,985 pairs from IEDB/IMGT. The peptide sequence is ESLLHQASW. The binding affinity (normalized) is 0.0847. The MHC is HLA-A29:02 with pseudo-sequence HLA-A29:02.